Predict the product of the given reaction. From a dataset of Forward reaction prediction with 1.9M reactions from USPTO patents (1976-2016). (1) Given the reactants Cl.[NH2:2][C:3]1[C:4]([CH3:28])=[C:5]2[C:10]([NH:11][C:12]3[CH:17]=[CH:16][C:15]([O:18][C:19]4[CH:24]=[CH:23][CH:22]=[CH:21][CH:20]=4)=[CH:14][CH:13]=3)=[C:9]([C:25]#[N:26])[CH:8]=[N:7][N:6]2[CH:27]=1.CCN(C(C)C)C(C)C.[C:38]1([S:44](Cl)(=[O:46])=[O:45])[CH:43]=[CH:42][CH:41]=[CH:40][CH:39]=1, predict the reaction product. The product is: [C:25]([C:9]1[CH:8]=[N:7][N:6]2[CH:27]=[C:3]([NH:2][S:44]([C:38]3[CH:43]=[CH:42][CH:41]=[CH:40][CH:39]=3)(=[O:46])=[O:45])[C:4]([CH3:28])=[C:5]2[C:10]=1[NH:11][C:12]1[CH:13]=[CH:14][C:15]([O:18][C:19]2[CH:24]=[CH:23][CH:22]=[CH:21][CH:20]=2)=[CH:16][CH:17]=1)#[N:26]. (2) The product is: [F:30][C:31]([F:46])([F:47])[C:32]1[CH:33]=[C:34]([CH:43]=[CH:44][CH:45]=1)[O:35][C:36]1[CH:37]=[CH:38][C:39]([O:42][C:19]([N:16]2[CH2:15][CH2:14][CH:13]([O:12][C:11]3[CH:10]=[CH:9][C:8]([CH2:7][C:5]([O:4][CH2:1][CH:2]=[CH2:3])=[O:6])=[CH:28][CH:27]=3)[CH2:18][CH2:17]2)=[O:20])=[CH:40][CH:41]=1. Given the reactants [CH2:1]([O:4][C:5]([CH2:7][C:8]1[CH:28]=[CH:27][C:11]([O:12][CH:13]2[CH2:18][CH2:17][N:16]([C:19](N3C=C[N+](C)=C3)=[O:20])[CH2:15][CH2:14]2)=[CH:10][CH:9]=1)=[O:6])[CH:2]=[CH2:3].[I-].[F:30][C:31]([F:47])([F:46])[C:32]1[CH:33]=[C:34]([CH:43]=[CH:44][CH:45]=1)[O:35][C:36]1[CH:41]=[CH:40][C:39]([OH:42])=[CH:38][CH:37]=1, predict the reaction product.